Dataset: Reaction yield outcomes from USPTO patents with 853,638 reactions. Task: Predict the reaction yield, written as a fraction of the theoretical maximum amount of product (1.0 means a 100% yield; for example, 0.34 means a 34% yield). The reactants are [CH:1]1([C:6]([C:8]2[CH:9]=[C:10]([CH2:23][C:24]([OH:26])=O)[CH:11]=[CH:12][C:13]=2[NH:14][C:15]([NH:17][C:18]2[S:19][CH:20]=[CH:21][N:22]=2)=[O:16])=[O:7])[CH2:5][CH2:4][CH2:3][CH2:2]1.[CH3:27][N:28]1[CH2:33][CH2:32][NH:31][CH2:30][CH2:29]1. No catalyst specified. The product is [CH:1]1([C:6]([C:8]2[CH:9]=[C:10]([CH2:23][C:24]([N:31]3[CH2:32][CH2:33][N:28]([CH3:27])[CH2:29][CH2:30]3)=[O:26])[CH:11]=[CH:12][C:13]=2[NH:14][C:15]([NH:17][C:18]2[S:19][CH:20]=[CH:21][N:22]=2)=[O:16])=[O:7])[CH2:2][CH2:3][CH2:4][CH2:5]1. The yield is 0.600.